This data is from Full USPTO retrosynthesis dataset with 1.9M reactions from patents (1976-2016). The task is: Predict the reactants needed to synthesize the given product. The reactants are: Cl.[N:2]1([CH2:8][CH2:9][N:10]2[C:14]3[CH:15]=[CH:16][CH:17]=[CH:18][C:13]=3[N:12]([C:19]([NH:21][C@H:22]([C:27](O)=[O:28])[C@H:23]([CH2:25][CH3:26])[CH3:24])=[O:20])[C:11]2=[O:30])[CH2:7][CH2:6][O:5][CH2:4][CH2:3]1.C1N=[CH:34][N:33](C(N2C=NC=C2)=O)[CH:32]=1.CNC.O. Given the product [CH3:32][N:33]([CH3:34])[C:27]([C@@H:22]([NH:21][C:19]([N:12]1[C:13]2[CH:18]=[CH:17][CH:16]=[CH:15][C:14]=2[N:10]([CH2:9][CH2:8][N:2]2[CH2:3][CH2:4][O:5][CH2:6][CH2:7]2)[C:11]1=[O:30])=[O:20])[C@@H:23]([CH3:24])[CH2:25][CH3:26])=[O:28], predict the reactants needed to synthesize it.